This data is from NCI-60 drug combinations with 297,098 pairs across 59 cell lines. The task is: Regression. Given two drug SMILES strings and cell line genomic features, predict the synergy score measuring deviation from expected non-interaction effect. (1) Drug 1: C1CCC(C1)C(CC#N)N2C=C(C=N2)C3=C4C=CNC4=NC=N3. Drug 2: CCCS(=O)(=O)NC1=C(C(=C(C=C1)F)C(=O)C2=CNC3=C2C=C(C=N3)C4=CC=C(C=C4)Cl)F. Cell line: SF-295. Synergy scores: CSS=3.84, Synergy_ZIP=2.81, Synergy_Bliss=-1.41, Synergy_Loewe=0.256, Synergy_HSA=-0.110. (2) Cell line: A549. Drug 2: CN(CCCl)CCCl.Cl. Drug 1: C1=NC2=C(N1)C(=S)N=CN2. Synergy scores: CSS=39.6, Synergy_ZIP=-3.10, Synergy_Bliss=0.540, Synergy_Loewe=-7.33, Synergy_HSA=0.953.